This data is from Cav3 T-type calcium channel HTS with 100,875 compounds. The task is: Binary Classification. Given a drug SMILES string, predict its activity (active/inactive) in a high-throughput screening assay against a specified biological target. (1) The drug is s1c(/C(=N\NC(=O)C2C(C2)c2ccccc2)C)ccc1. The result is 0 (inactive). (2) The compound is S(=O)(=O)(c1c(nc(nc1)c1cccnc1)c1sc(nc1C)c1ccccc1)c1ccccc1. The result is 1 (active). (3) The molecule is Clc1ccc(NC(=O)N2Cc3c([nH]c4c3cccc4)CC2)cc1. The result is 1 (active).